This data is from Forward reaction prediction with 1.9M reactions from USPTO patents (1976-2016). The task is: Predict the product of the given reaction. (1) Given the reactants CB1N2CCC[C@@H]2C(C2C=CC=CC=2)(C2C=CC=CC=2)O1.C(N(CC)C1C=CC=CC=1)C.B.[Br:34][CH2:35][C:36]([C:38]1[CH:43]=[CH:42][C:41]([C:44]([F:47])([F:46])[F:45])=[C:40]([F:48])[CH:39]=1)=[O:37], predict the reaction product. The product is: [Br:34][CH2:35][C@@H:36]([C:38]1[CH:43]=[CH:42][C:41]([C:44]([F:45])([F:46])[F:47])=[C:40]([F:48])[CH:39]=1)[OH:37]. (2) Given the reactants [Cl:1][C:2]1[CH:7]=[CH:6][CH:5]=[CH:4][C:3]=1[C:8]1[S:12][C:11]([CH3:13])=[N:10][CH:9]=1.[Br:14]N1C(=O)CCC1=O.ClCCl, predict the reaction product. The product is: [Br:14][CH2:13][C:11]1[S:12][C:8]([C:3]2[CH:4]=[CH:5][CH:6]=[CH:7][C:2]=2[Cl:1])=[CH:9][N:10]=1. (3) Given the reactants [C:1]([C:3]1[C@@H:8]([C:9]2[CH:14]=[CH:13][C:12]([C:15]#[N:16])=[CH:11][C:10]=2[S:17]([CH3:20])(=[O:19])=[O:18])[N:7]([CH2:21][C:22](O)=[O:23])[C:6](=[O:25])[N:5]([C:26]2[CH:31]=[CH:30][CH:29]=[C:28]([C:32]([F:35])([F:34])[F:33])[CH:27]=2)[C:4]=1[CH3:36])#[N:2].CN(C(ON1N=NC2C=CC=NC1=2)=[N+](C)C)C.F[P-](F)(F)(F)(F)F.[O:61]=[C:62]1[CH2:67][NH:66][CH2:65][CH2:64][NH:63]1.C(N(CC)C(C)C)(C)C, predict the reaction product. The product is: [C:15]([C:12]1[CH:13]=[CH:14][C:9]([C@@H:8]2[C:3]([C:1]#[N:2])=[C:4]([CH3:36])[N:5]([C:26]3[CH:31]=[CH:30][CH:29]=[C:28]([C:32]([F:33])([F:34])[F:35])[CH:27]=3)[C:6](=[O:25])[N:7]2[CH2:21][C:22](=[O:23])[N:66]2[CH2:65][CH2:64][NH:63][C:62](=[O:61])[CH2:67]2)=[C:10]([S:17]([CH3:20])(=[O:18])=[O:19])[CH:11]=1)#[N:16]. (4) Given the reactants [NH2:1][C:2]1[C:7]([C:8]2[CH:13]=[C:12]([Cl:14])[CH:11]=[C:10]([Cl:15])[C:9]=2[Cl:16])=[N:6][CH:5]=[C:4]([NH:17]C(=O)C)[N:3]=1.N, predict the reaction product. The product is: [NH2:1][C:2]1[C:7]([C:8]2[CH:13]=[C:12]([Cl:14])[CH:11]=[C:10]([Cl:15])[C:9]=2[Cl:16])=[N:6][CH:5]=[C:4]([NH2:17])[N:3]=1. (5) Given the reactants [H-].[Na+].[N+:3]([C:6]1[CH:10]=[CH:9][NH:8][CH:7]=1)([O-:5])=[O:4].I[CH3:12].[H][H], predict the reaction product. The product is: [CH3:12][N:8]1[CH:9]=[CH:10][C:6]([N+:3]([O-:5])=[O:4])=[CH:7]1.